From a dataset of Full USPTO retrosynthesis dataset with 1.9M reactions from patents (1976-2016). Predict the reactants needed to synthesize the given product. (1) Given the product [CH:33]1([N:15]([C:16]2[CH:17]=[CH:18][C:19]([C:22]([F:23])([F:25])[F:24])=[CH:20][CH:21]=2)[C:13](=[O:14])[N:12]([CH3:62])[C:10]2[S:11][C:7]([S:6][CH2:5][C:4]([OH:3])=[O:32])=[CH:8][N:9]=2)[CH2:37][CH2:36][CH2:35][CH2:34]1, predict the reactants needed to synthesize it. The reactants are: C([O:3][C:4](=[O:32])[CH2:5][S:6][C:7]1[S:11][C:10]([NH:12][C:13]([N:15](CC2CCCC2)[C:16]2[CH:21]=[CH:20][C:19]([C:22]([F:25])([F:24])[F:23])=[CH:18][CH:17]=2)=[O:14])=[N:9][CH:8]=1)C.[CH:33]1(CN(C2C=CC(S(C)(=O)=O)=CC=2)C(=O)NC2SC=C(CC(O)=O)N=2)[CH2:37][CH2:36][CH2:35][CH2:34]1.[CH:62]1(CNC2C=CC(C(F)(F)F)=CC=2)CCCC1.C(OC(=O)CSC1SC(N)=NC=1)C. (2) Given the product [CH3:38][N:35]1[CH2:34][CH2:33][N:32]([C:31]2[C:26]3[N:27]([C:23]([C:21]4[CH:20]=[CH:19][N:18]=[C:17]([NH:16][CH:10]([C:11]5[CH:15]=[CH:14][S:13][CH:12]=5)[CH2:9][CH2:8][NH2:7])[N:22]=4)=[CH:24][N:25]=3)[CH:28]=[CH:29][N:30]=2)[CH2:37][CH2:36]1, predict the reactants needed to synthesize it. The reactants are: C(OC(=O)[NH:7][CH2:8][CH2:9][CH:10]([NH:16][C:17]1[N:22]=[C:21]([C:23]2[N:27]3[CH:28]=[CH:29][N:30]=[C:31]([N:32]4[CH2:37][CH2:36][N:35]([CH3:38])[CH2:34][CH2:33]4)[C:26]3=[N:25][CH:24]=2)[CH:20]=[CH:19][N:18]=1)[C:11]1[CH:15]=[CH:14][S:13][CH:12]=1)(C)(C)C.Cl. (3) The reactants are: [NH2:1][C@H:2]([C:5]1[CH:10]=[CH:9][CH:8]=[CH:7][CH:6]=1)[CH2:3][OH:4].[CH3:11][C@@H:12]([CH2:16][CH:17]=[CH2:18])[C:13](O)=[O:14]. Given the product [OH:4][CH2:3][C@H:2]([NH:1][C:13](=[O:14])[C@@H:12]([CH3:11])[CH2:16][CH:17]=[CH2:18])[C:5]1[CH:10]=[CH:9][CH:8]=[CH:7][CH:6]=1, predict the reactants needed to synthesize it. (4) Given the product [CH:7]1([CH2:6][CH:5]([C:12]2[CH:17]=[CH:16][C:15]([S:18]([CH2:21][C:22](=[O:24])[CH3:23])(=[O:19])=[O:20])=[CH:14][CH:13]=2)[C:4]([OH:25])=[O:3])[CH2:11][CH2:10][CH2:9][CH2:8]1, predict the reactants needed to synthesize it. The reactants are: C([O:3][C:4](=[O:25])[CH:5]([C:12]1[CH:17]=[CH:16][C:15]([S:18]([CH2:21][C:22](=[O:24])[CH3:23])(=[O:20])=[O:19])=[CH:14][CH:13]=1)[CH2:6][CH:7]1[CH2:11][CH2:10][CH2:9][CH2:8]1)C.[OH-].[Na+]. (5) Given the product [CH3:9][O:10][C:11]1[CH:12]=[CH:13][C:14]([CH2:15][O:16][C:17]2[CH:18]=[C:19]([CH:33]=[CH:34][CH:35]=2)[C:20]([NH:22][C:23]2[CH:28]=[CH:27][CH:26]=[CH:25][C:24]=2[S:29]([NH:30][C:1](=[O:7])[CH2:2][CH2:3][CH2:4][CH2:5][CH3:6])(=[O:31])=[O:32])=[O:21])=[CH:36][CH:37]=1, predict the reactants needed to synthesize it. The reactants are: [C:1](Cl)(=[O:7])[CH2:2][CH2:3][CH2:4][CH2:5][CH3:6].[CH3:9][O:10][C:11]1[CH:37]=[CH:36][C:14]([CH2:15][O:16][C:17]2[CH:18]=[C:19]([CH:33]=[CH:34][CH:35]=2)[C:20]([NH:22][C:23]2[CH:28]=[CH:27][CH:26]=[CH:25][C:24]=2[S:29](=[O:32])(=[O:31])[NH2:30])=[O:21])=[CH:13][CH:12]=1. (6) Given the product [C:17]([N:21]([CH3:25])[C:22]([N:14]1[CH2:13][CH2:12][CH:11]([CH2:10][CH2:9][CH2:8][CH2:7][C:4]2[CH:3]=[CH:2][N:1]=[CH:6][CH:5]=2)[CH2:16][CH2:15]1)=[O:23])([CH3:20])([CH3:19])[CH3:18], predict the reactants needed to synthesize it. The reactants are: [NH:1]1[CH2:6][CH2:5][CH:4]([CH2:7][CH2:8][CH2:9][CH2:10][C:11]2[CH:16]=[CH:15][N:14]=[CH:13][CH:12]=2)[CH2:3][CH2:2]1.[C:17]([N:21]([CH3:25])[C:22](Cl)=[O:23])([CH3:20])([CH3:19])[CH3:18].CCN(C(C)C)C(C)C.